Task: Predict which catalyst facilitates the given reaction.. Dataset: Catalyst prediction with 721,799 reactions and 888 catalyst types from USPTO (1) The catalyst class is: 3. Reactant: [F:1][C:2]([F:14])([F:13])[C:3]1[C:7]([C:8]([O:10][CH2:11][CH3:12])=[O:9])=[CH:6][NH:5][N:4]=1.Br.Br[CH2:17][C:18]1[CH:23]=[CH:22][CH:21]=[CH:20][N:19]=1.C(=O)([O-])[O-].[K+].[K+]. Product: [N:19]1[CH:20]=[CH:21][CH:22]=[CH:23][C:18]=1[CH2:17][N:5]1[CH:6]=[C:7]([C:8]([O:10][CH2:11][CH3:12])=[O:9])[C:3]([C:2]([F:1])([F:13])[F:14])=[N:4]1. (2) Reactant: [Cl:1][C:2]1[CH:3]=[C:4]2[C:8](=[CH:9][CH:10]=1)[NH:7][C:6]1[CH2:11][N:12]([CH3:15])[CH2:13][CH2:14][C:5]2=1.N1C2C(=CC=C3C=2N=CC=C3)C=CC=1.[O-]P([O-])([O-])=O.[K+].[K+].[K+].Br[C:39]#[C:40][C:41]1[CH:46]=[CH:45][C:44]([O:47][CH3:48])=[C:43]([F:49])[CH:42]=1. Product: [Cl:1][C:2]1[CH:3]=[C:4]2[C:8](=[CH:9][CH:10]=1)[N:7]([C:39]#[C:40][C:41]1[CH:46]=[CH:45][C:44]([O:47][CH3:48])=[C:43]([F:49])[CH:42]=1)[C:6]1[CH2:11][N:12]([CH3:15])[CH2:13][CH2:14][C:5]2=1. The catalyst class is: 11. (3) Reactant: [NH2:1][CH2:2][C:3]1[CH:8]=[CH:7][C:6]([O:9][CH2:10][C:11]2[CH:16]=[CH:15][CH:14]=[CH:13][CH:12]=2)=[CH:5][C:4]=1[NH:17][CH2:18][CH2:19][CH2:20][O:21][CH3:22].[C:23](C1NC=CN=1)(C1NC=CN=1)=[O:24]. Product: [CH2:10]([O:9][C:6]1[CH:5]=[C:4]2[C:3]([CH2:2][NH:1][C:23](=[O:24])[N:17]2[CH2:18][CH2:19][CH2:20][O:21][CH3:22])=[CH:8][CH:7]=1)[C:11]1[CH:16]=[CH:15][CH:14]=[CH:13][CH:12]=1. The catalyst class is: 49. (4) Reactant: [Cl:1][C:2]1[CH:3]=[C:4]([N:11]([CH2:18][C:19]2[CH:24]=[CH:23][C:22]([O:25][CH3:26])=[CH:21][CH:20]=2)[C:12]2[CH:17]=[CH:16][CH:15]=[CH:14][CH:13]=2)[C:5]2[N:6]([CH:8]=[CH:9][N:10]=2)[N:7]=1.[Li]CCCC.[C:32](=[O:34])=[O:33]. Product: [Cl:1][C:2]1[CH:3]=[C:4]([N:11]([CH2:18][C:19]2[CH:20]=[CH:21][C:22]([O:25][CH3:26])=[CH:23][CH:24]=2)[C:12]2[CH:17]=[CH:16][CH:15]=[CH:14][CH:13]=2)[C:5]2[N:6]([C:8]([C:32]([OH:34])=[O:33])=[CH:9][N:10]=2)[N:7]=1. The catalyst class is: 1. (5) Reactant: [CH3:1][O:2][C:3]1[CH:4]=[C:5]([C:11]2([CH:21]3[C:26](=[O:27])OC(C)(C)OC3=O)[CH2:20][CH2:19][C:14]3([O:18][CH2:17][CH2:16][O:15]3)[CH2:13][CH2:12]2)[CH:6]=[C:7]([O:9][CH3:10])[CH:8]=1.FC(F)(F)S([O-])(=O)=O.[Yb+3].FC(F)(F)S([O-])(=O)=O.FC(F)(F)S([O-])(=O)=O. Product: [CH3:1][O:2][C:3]1[CH:4]=[C:5]2[C:6](=[C:7]([O:9][CH3:10])[CH:8]=1)[C:26](=[O:27])[CH2:21][C:11]12[CH2:12][CH2:13][C:14]2([O:18][CH2:17][CH2:16][O:15]2)[CH2:19][CH2:20]1. The catalyst class is: 463. (6) Reactant: [Cl:1][C:2]1[CH:7]=[C:6]([F:8])[CH:5]=[CH:4][C:3]=1[C:9]([C:11]1[C:12]([CH3:30])=[N:13][N:14]([CH3:29])[C:15]=1[C:16]1[C:21]([F:22])=[CH:20][C:19]([N:23]2[CH:27]=[CH:26][CH:25]=[N:24]2)=[CH:18][C:17]=1[F:28])=[O:10].[BH4-].[Na+]. Product: [Cl:1][C:2]1[CH:7]=[C:6]([F:8])[CH:5]=[CH:4][C:3]=1[CH:9]([C:11]1[C:12]([CH3:30])=[N:13][N:14]([CH3:29])[C:15]=1[C:16]1[C:17]([F:28])=[CH:18][C:19]([N:23]2[CH:27]=[CH:26][CH:25]=[N:24]2)=[CH:20][C:21]=1[F:22])[OH:10]. The catalyst class is: 8.